This data is from Forward reaction prediction with 1.9M reactions from USPTO patents (1976-2016). The task is: Predict the product of the given reaction. (1) Given the reactants Br[C:2]1[CH:7]=[CH:6][C:5]([C:8]([CH3:13])([CH3:12])[C:9]([OH:11])=[O:10])=[CH:4][CH:3]=1.C([Li])CCC.CCCCCC.[B:25](OC(C)C)([O:30]C(C)C)[O:26]C(C)C, predict the reaction product. The product is: [B:25]([C:2]1[CH:7]=[CH:6][C:5]([C:8]([CH3:13])([CH3:12])[C:9]([OH:11])=[O:10])=[CH:4][CH:3]=1)([OH:30])[OH:26]. (2) Given the reactants [SH:1][C:2]1[S:3][CH:4]=[C:5]([CH2:7][C:8]([OH:10])=[O:9])[N:6]=1.[CH3:11][O:12][C:13]([CH:15]1[CH2:20][CH2:19][CH2:18][CH2:17][CH:16]1Br)=[O:14].C[O-].[Na+], predict the reaction product. The product is: [CH3:11][O:12][C:13]([C:15]1([S:1][C:2]2[S:3][CH:4]=[C:5]([CH2:7][C:8]([OH:10])=[O:9])[N:6]=2)[CH2:20][CH2:19][CH2:18][CH2:17][CH2:16]1)=[O:14]. (3) Given the reactants [OH:1][N:2]1[C:10](=[O:11])[C:9]2[C:4](=[CH:5][CH:6]=[CH:7][CH:8]=2)[C:3]1=[O:12].C(N(CC)CC)C.Cl[C:21]1[CH:26]=[CH:25][C:24]([N+:27]([O-:29])=[O:28])=[CH:23][C:22]=1[N+:30]([O-:32])=[O:31], predict the reaction product. The product is: [N+:27]([C:24]1[CH:23]=[C:22]([N+:30]([O-:32])=[O:31])[CH:21]=[CH:26][C:25]=1[O:1][N:2]1[C:10](=[O:11])[C:9]2[C:4](=[CH:5][CH:6]=[CH:7][CH:8]=2)[C:3]1=[O:12])([O-:29])=[O:28]. (4) The product is: [OH:1][CH2:2][C@@H:3]([NH:5][C:6]([C:8]1[CH:9]=[C:10]([C:21]([OH:23])=[O:22])[CH:11]=[C:12]([C:14]2[CH:19]=[CH:18][C:17]([CH3:20])=[CH:16][CH:15]=2)[CH:13]=1)=[O:7])[CH3:4]. Given the reactants [OH:1][CH2:2][C@@H:3]([NH:5][C:6]([C:8]1[CH:9]=[C:10]([C:21]([O:23]C)=[O:22])[CH:11]=[C:12]([C:14]2[CH:19]=[CH:18][C:17]([CH3:20])=[CH:16][CH:15]=2)[CH:13]=1)=[O:7])[CH3:4].[OH-].[Li+].C1COCC1.Cl, predict the reaction product. (5) Given the reactants [Cl:1][C:2]1[N:7]=[C:6]2[CH:8]=[C:9]([CH2:11][N:12]3[C:16]4=[CH:17][N:18]=[CH:19][CH:20]=[C:15]4[C:14]4([CH2:22][CH2:21]4)[C:13]3=[O:23])[NH:10][C:5]2=[CH:4][CH:3]=1.CC(C)([O-])C.[Na+].[CH2:30]([S:32]([CH:35]=[CH2:36])(=[O:34])=[O:33])[CH3:31], predict the reaction product. The product is: [Cl:1][C:2]1[N:7]=[C:6]2[CH:8]=[C:9]([CH2:11][N:12]3[C:16]4=[CH:17][N:18]=[CH:19][CH:20]=[C:15]4[C:14]4([CH2:22][CH2:21]4)[C:13]3=[O:23])[N:10]([CH2:31][CH2:30][S:32]([CH2:35][CH3:36])(=[O:34])=[O:33])[C:5]2=[CH:4][CH:3]=1. (6) Given the reactants [CH:1]1([CH2:4][N:5]([C:11]2[CH:16]=[CH:15][C:14]([C:17]#[N:18])=[C:13]([C:19]#[N:20])[CH:12]=2)[C@H:6]([C:8]([OH:10])=O)[CH3:7])[CH2:3][CH2:2]1.[CH2:21]([NH2:23])[CH3:22], predict the reaction product. The product is: [CH:1]1([CH2:4][N:5]([C:11]2[CH:16]=[CH:15][C:14]([C:17]#[N:18])=[C:13]([C:19]#[N:20])[CH:12]=2)[C@H:6]([C:8]([NH:23][CH2:21][CH3:22])=[O:10])[CH3:7])[CH2:2][CH2:3]1. (7) Given the reactants [C:1]([O:5][C:6](=[O:20])[NH:7][C@@H:8]1[C:14](=[O:15])[NH:13][C:12]2[CH:16]=[CH:17][CH:18]=[CH:19][C:11]=2[NH:10][CH2:9]1)([CH3:4])([CH3:3])[CH3:2].C[Si]([N-][Si](C)(C)C)(C)C.[Li+].Cl[CH2:32][C:33]1[C:42]2[C:37](=[CH:38][CH:39]=[CH:40][CH:41]=2)[CH:36]=[CH:35][C:34]=1[CH3:43].[I-].[K+], predict the reaction product. The product is: [C:1]([O:5][C:6](=[O:20])[NH:7][C@@H:8]1[C:14](=[O:15])[N:13]([CH2:32][C:33]2[C:42]3[C:37](=[CH:38][CH:39]=[CH:40][CH:41]=3)[CH:36]=[CH:35][C:34]=2[CH3:43])[C:12]2[CH:16]=[CH:17][CH:18]=[CH:19][C:11]=2[NH:10][CH2:9]1)([CH3:4])([CH3:2])[CH3:3]. (8) Given the reactants [Cl:1]N1C(=O)CCC1=O.[Cl:9][C:10]1[CH:11]=[CH:12][C:13]([C:40]#[N:41])=[C:14]([C:16]2[C:21]([O:22][CH3:23])=[CH:20][N:19]([CH:24]([CH2:37][CH3:38])[C:25]([NH:27][C:28]3[CH:29]=[CH:30][C:31]4[N:32]([CH:34]=[CH:35][N:36]=4)[CH:33]=3)=[O:26])[C:18](=[O:39])[CH:17]=2)[CH:15]=1.O.C(OCC)(=O)C, predict the reaction product. The product is: [Cl:9][C:10]1[CH:11]=[CH:12][C:13]([C:40]#[N:41])=[C:14]([C:16]2[C:21]([O:22][CH3:23])=[CH:20][N:19]([CH:24]([CH2:37][CH3:38])[C:25]([NH:27][C:28]3[CH:29]=[CH:30][C:31]4[N:32]([C:34]([Cl:1])=[CH:35][N:36]=4)[CH:33]=3)=[O:26])[C:18](=[O:39])[CH:17]=2)[CH:15]=1.